Dataset: Peptide-MHC class I binding affinity with 185,985 pairs from IEDB/IMGT. Task: Regression. Given a peptide amino acid sequence and an MHC pseudo amino acid sequence, predict their binding affinity value. This is MHC class I binding data. (1) The peptide sequence is DVADLFPAQ. The MHC is HLA-A26:02 with pseudo-sequence HLA-A26:02. The binding affinity (normalized) is 0.402. (2) The peptide sequence is AIFTDASTVA. The MHC is HLA-A02:01 with pseudo-sequence HLA-A02:01. The binding affinity (normalized) is 0.0917. (3) The peptide sequence is SQSDTVFDY. The MHC is HLA-A23:01 with pseudo-sequence HLA-A23:01. The binding affinity (normalized) is 0.0646. (4) The peptide sequence is MATMLEYVR. The MHC is HLA-A33:01 with pseudo-sequence HLA-A33:01. The binding affinity (normalized) is 0.626. (5) The peptide sequence is WLGLLGPNG. The MHC is HLA-A02:01 with pseudo-sequence HLA-A02:01. The binding affinity (normalized) is 0.149. (6) The peptide sequence is AVFDGCVVY. The binding affinity (normalized) is 0.683. The MHC is HLA-A11:01 with pseudo-sequence HLA-A11:01. (7) The peptide sequence is DIDSPPITAR. The MHC is Mamu-B08 with pseudo-sequence Mamu-B08. The binding affinity (normalized) is 0.0253. (8) The peptide sequence is VQTIVFIWFI. The MHC is HLA-A01:01 with pseudo-sequence HLA-A01:01. The binding affinity (normalized) is 0.210. (9) The peptide sequence is RLWHYPCTI. The MHC is HLA-A02:01 with pseudo-sequence HLA-A02:01. The binding affinity (normalized) is 0.711.